Dataset: Forward reaction prediction with 1.9M reactions from USPTO patents (1976-2016). Task: Predict the product of the given reaction. (1) Given the reactants CC[O-].[Na+].[C:5]1([SH:11])[CH:10]=[CH:9][CH:8]=[CH:7][CH:6]=1.Br[CH2:13][C:14](=[O:19])[C:15]([CH3:18])([CH3:17])[CH3:16].O, predict the reaction product. The product is: [CH3:16][C:15]([CH3:18])([CH3:17])[C:14](=[O:19])[CH2:13][S:11][C:5]1[CH:10]=[CH:9][CH:8]=[CH:7][CH:6]=1. (2) Given the reactants [Cl:1][C:2]1[C:7](I)=[C:6]([CH3:9])[N:5]=[C:4]([NH2:10])[N:3]=1.[NH2:11][C:12]1[CH:17]=[CH:16][C:15]([C:18]#[CH:19])=[CH:14][N:13]=1.C(N(CC)CC)C.O, predict the reaction product. The product is: [NH2:11][C:12]1[N:13]=[CH:14][C:15]([C:18]#[C:19][C:7]2[C:2]([Cl:1])=[N:3][C:4]([NH2:10])=[N:5][C:6]=2[CH3:9])=[CH:16][CH:17]=1. (3) Given the reactants [Cl:1][C:2]1[C:11]([N+:12]([O-])=O)=[C:10]([NH:15][CH2:16][CH:17]2[CH2:22][CH2:21][O:20][CH2:19][CH2:18]2)[C:9]2[C:4](=[CH:5][CH:6]=[CH:7][CH:8]=2)[N:3]=1.S([O-])([O-])(=O)=O.[Mg+2], predict the reaction product. The product is: [Cl:1][C:2]1[C:11]([NH2:12])=[C:10]([NH:15][CH2:16][CH:17]2[CH2:22][CH2:21][O:20][CH2:19][CH2:18]2)[C:9]2[C:4](=[CH:5][CH:6]=[CH:7][CH:8]=2)[N:3]=1. (4) Given the reactants [CH3:1][S:2]([CH2:5][C:6](=O)[CH3:7])(=[O:4])=[O:3].[ClH:9].[CH2:10]([NH:17][NH2:18])[C:11]1[CH:16]=[CH:15][CH:14]=[CH:13][CH:12]=1, predict the reaction product. The product is: [ClH:9].[CH2:10]([NH:17][N:18]=[C:6]([CH3:7])[CH2:5][S:2]([CH3:1])(=[O:4])=[O:3])[C:11]1[CH:16]=[CH:15][CH:14]=[CH:13][CH:12]=1. (5) Given the reactants C([O:3][C:4](=O)[CH2:5][C:6]1[CH:7]=[CH:8][C:9]2[CH2:15][O:14][CH2:13][CH2:12][N:11]([C:16]([O:18][C:19]([CH3:22])([CH3:21])[CH3:20])=[O:17])[C:10]=2[N:23]=1)C.[Li+].[BH4-], predict the reaction product. The product is: [OH:3][CH2:4][CH2:5][C:6]1[CH:7]=[CH:8][C:9]2[CH2:15][O:14][CH2:13][CH2:12][N:11]([C:16]([O:18][C:19]([CH3:21])([CH3:20])[CH3:22])=[O:17])[C:10]=2[N:23]=1.